This data is from Catalyst prediction with 721,799 reactions and 888 catalyst types from USPTO. The task is: Predict which catalyst facilitates the given reaction. (1) The catalyst class is: 3. Product: [CH3:1][O:2][C:3]1[CH:4]=[C:5]2[C:10](=[CH:11][CH:12]=1)[CH:9]=[C:8]([CH2:13][N:14]1[CH:19]=[CH:18][CH:17]=[C:16]([C:20]([NH:24][C@@H:25]([CH2:33][CH2:34][CH2:35][NH:36][C:37]([NH:39][S:40]([C:43]3[C:44]([CH3:57])=[C:45]4[C:50](=[C:51]([CH3:54])[C:52]=3[CH3:53])[O:49][C:48]([CH3:56])([CH3:55])[CH2:47][CH2:46]4)(=[O:41])=[O:42])=[NH:38])[C:26]([O:28][C:29]([CH3:30])([CH3:31])[CH3:32])=[O:27])=[O:21])[C:15]1=[O:23])[CH:7]=[CH:6]2. Reactant: [CH3:1][O:2][C:3]1[CH:4]=[C:5]2[C:10](=[CH:11][CH:12]=1)[CH:9]=[C:8]([CH2:13][N:14]1[CH:19]=[CH:18][CH:17]=[C:16]([C:20](O)=[O:21])[C:15]1=[O:23])[CH:7]=[CH:6]2.[NH2:24][C@@H:25]([CH2:33][CH2:34][CH2:35][NH:36][C:37]([NH:39][S:40]([C:43]1[C:44]([CH3:57])=[C:45]2[C:50](=[C:51]([CH3:54])[C:52]=1[CH3:53])[O:49][C:48]([CH3:56])([CH3:55])[CH2:47][CH2:46]2)(=[O:42])=[O:41])=[NH:38])[C:26]([O:28][C:29]([CH3:32])([CH3:31])[CH3:30])=[O:27].CN(C(ON1N=NC2C=CC=CC1=2)=[N+](C)C)C.F[P-](F)(F)(F)(F)F.CCN(C(C)C)C(C)C. (2) Reactant: [CH2:1]([O:3][C:4]([C:6]1[N:10]=[CH:9][NH:8][N:7]=1)=[O:5])[CH3:2].C(O)C.[O-]CC.[Na+].[F:18][C:19]1[CH:26]=[CH:25][C:22]([CH2:23]Br)=[CH:21][CH:20]=1.O. Product: [CH2:1]([O:3][C:4]([C:6]1[N:10]=[CH:9][N:8]([CH2:23][C:22]2[CH:25]=[CH:26][C:19]([F:18])=[CH:20][CH:21]=2)[N:7]=1)=[O:5])[CH3:2]. The catalyst class is: 8. (3) The catalyst class is: 13. Product: [C:1]([NH:4][C:5]1[S:6][CH:7]=[C:8]([CH2:10][CH2:11][C:12]2[S:16][C:15]([CH2:17][CH2:18][NH:24][C:27](=[O:41])[O:33][C:29]([CH3:32])([CH3:31])[CH3:30])=[CH:14][CH:13]=2)[N:9]=1)(=[O:3])[CH3:2]. Reactant: [C:1]([NH:4][C:5]1[S:6][CH:7]=[C:8]([CH2:10][CH2:11][C:12]2[S:16][C:15]([CH2:17][CH2:18]C(O)=O)=[CH:14][CH:13]=2)[N:9]=1)(=[O:3])[CH3:2].C([N:24]([CH2:27]C)CC)C.[C:29]([OH:33])([CH3:32])([CH3:31])[CH3:30].C1(P(N=[N+]=[N-])(C2C=CC=CC=2)=[O:41])C=CC=CC=1. (4) Reactant: [Br:1][C:2]1[CH:3]=[C:4]([S:12](Cl)(=[O:14])=[O:13])[CH:5]=[C:6]([C:8]([F:11])([F:10])[F:9])[CH:7]=1.C(=O)([O-])[O-].[K+].[K+].[CH:22]1([NH2:28])[CH2:27][CH2:26][CH2:25][CH2:24][CH2:23]1. Product: [Br:1][C:2]1[CH:3]=[C:4]([S:12]([NH:28][CH:22]2[CH2:27][CH2:26][CH2:25][CH2:24][CH2:23]2)(=[O:14])=[O:13])[CH:5]=[C:6]([C:8]([F:11])([F:10])[F:9])[CH:7]=1. The catalyst class is: 10. (5) Reactant: [F:1][C:2]([F:15])([F:14])[C:3]1[CH:13]=[CH:12][C:6](/[CH:7]=[CH:8]/[C:9]([OH:11])=O)=[CH:5][CH:4]=1.ClC(N(C)C)=C(C)C.CCN(C(C)C)C(C)C.[CH3:33][O:34][C:35](=[O:57])[C@@H:36]([NH:44][CH2:45][C:46]1[CH:51]=[CH:50][C:49]([CH2:52][CH2:53][CH2:54][CH2:55][CH3:56])=[CH:48][CH:47]=1)[CH2:37][C:38]1[CH:43]=[CH:42][CH:41]=[CH:40][CH:39]=1. Product: [CH3:33][O:34][C:35](=[O:57])[C@@H:36]([N:44]([CH2:45][C:46]1[CH:51]=[CH:50][C:49]([CH2:52][CH2:53][CH2:54][CH2:55][CH3:56])=[CH:48][CH:47]=1)[C:9](=[O:11])[CH:8]=[CH:7][C:6]1[CH:5]=[CH:4][C:3]([C:2]([F:1])([F:15])[F:14])=[CH:13][CH:12]=1)[CH2:37][C:38]1[CH:43]=[CH:42][CH:41]=[CH:40][CH:39]=1. The catalyst class is: 34.